From a dataset of NCI-60 drug combinations with 297,098 pairs across 59 cell lines. Regression. Given two drug SMILES strings and cell line genomic features, predict the synergy score measuring deviation from expected non-interaction effect. (1) Drug 1: CCN(CC)CCNC(=O)C1=C(NC(=C1C)C=C2C3=C(C=CC(=C3)F)NC2=O)C. Drug 2: C1CN(CCN1C(=O)CCBr)C(=O)CCBr. Cell line: U251. Synergy scores: CSS=23.7, Synergy_ZIP=1.66, Synergy_Bliss=5.47, Synergy_Loewe=5.25, Synergy_HSA=6.04. (2) Drug 1: CC1=C2C(C(=O)C3(C(CC4C(C3C(C(C2(C)C)(CC1OC(=O)C(C(C5=CC=CC=C5)NC(=O)OC(C)(C)C)O)O)OC(=O)C6=CC=CC=C6)(CO4)OC(=O)C)O)C)O. Drug 2: C(CC(=O)O)C(=O)CN.Cl. Cell line: HCC-2998. Synergy scores: CSS=42.9, Synergy_ZIP=-8.64, Synergy_Bliss=-13.0, Synergy_Loewe=-7.22, Synergy_HSA=-6.86. (3) Cell line: NCI/ADR-RES. Synergy scores: CSS=-2.31, Synergy_ZIP=1.89, Synergy_Bliss=-0.461, Synergy_Loewe=-5.44, Synergy_HSA=-4.58. Drug 1: CN1C2=C(C=C(C=C2)N(CCCl)CCCl)N=C1CCCC(=O)O.Cl. Drug 2: C1=NNC2=C1C(=O)NC=N2. (4) Drug 1: C#CCC(CC1=CN=C2C(=N1)C(=NC(=N2)N)N)C3=CC=C(C=C3)C(=O)NC(CCC(=O)O)C(=O)O. Drug 2: C(CCl)NC(=O)N(CCCl)N=O. Cell line: RPMI-8226. Synergy scores: CSS=10.6, Synergy_ZIP=-5.26, Synergy_Bliss=-7.45, Synergy_Loewe=1.58, Synergy_HSA=-4.18. (5) Drug 1: C1=NC2=C(N1)C(=S)N=CN2. Drug 2: CC1C(C(CC(O1)OC2CC(CC3=C2C(=C4C(=C3O)C(=O)C5=C(C4=O)C(=CC=C5)OC)O)(C(=O)CO)O)N)O.Cl. Cell line: SK-MEL-5. Synergy scores: CSS=50.2, Synergy_ZIP=-1.96, Synergy_Bliss=-2.50, Synergy_Loewe=-19.5, Synergy_HSA=-1.17.